Dataset: Forward reaction prediction with 1.9M reactions from USPTO patents (1976-2016). Task: Predict the product of the given reaction. (1) Given the reactants [Cl:1][C:2]1[C:7]([N:8]2[CH2:13][CH2:12][N:11]([C:14]3[N:19]=[CH:18][CH:17]=[CH:16][N:15]=3)[CH2:10][CH2:9]2)=[CH:6][N:5]=[N:4][C:3]=1[NH:20][NH:21][C:22](=O)[CH2:23][C:24]([CH3:27])([CH3:26])[CH3:25].P(Cl)(Cl)(Cl)=O, predict the reaction product. The product is: [Cl:1][C:2]1[C:3]2[N:4]([C:22]([CH2:23][C:24]([CH3:27])([CH3:26])[CH3:25])=[N:21][N:20]=2)[N:5]=[CH:6][C:7]=1[N:8]1[CH2:13][CH2:12][N:11]([C:14]2[N:19]=[CH:18][CH:17]=[CH:16][N:15]=2)[CH2:10][CH2:9]1. (2) Given the reactants [N+:1]([C:4]1[CH:9]=[CH:8][C:7]([S:10][CH2:11][C:12]#[N:13])=[CH:6][CH:5]=1)([O-:3])=[O:2].C[Si]([N:18]=[N+:19]=[N-:20])(C)C.C([Sn](=O)CCCC)CCC, predict the reaction product. The product is: [N+:1]([C:4]1[CH:5]=[CH:6][C:7]([S:10][CH2:11][C:12]2[NH:20][N:19]=[N:18][N:13]=2)=[CH:8][CH:9]=1)([O-:3])=[O:2]. (3) Given the reactants [NH2:1][CH2:2][C@H:3]1[CH2:7][CH2:6][N:5]([CH2:8][CH2:9][C:10]2[C:11]([Cl:22])=[CH:12][N:13]=[C:14]3[C:19]=2[N:18]([CH3:20])[C:17](=[O:21])[CH:16]=[CH:15]3)[CH2:4]1.C([O-])(=O)C.[Na+].[O:28]=[C:29]1[CH2:34][O:33][C:32]2[CH:35]=[CH:36][C:37]([CH:39]=O)=[N:38][C:31]=2[NH:30]1.C([BH3-])#N.[Na+].C(=O)([O-])[O-].[Na+].[Na+], predict the reaction product. The product is: [ClH:22].[ClH:22].[Cl:22][C:11]1[CH:12]=[N:13][C:14]2[CH:15]=[CH:16][C:17](=[O:21])[N:18]([CH3:20])[C:19]=2[C:10]=1[CH2:9][CH2:8][N:5]1[CH2:6][CH2:7][C@H:3]([CH2:2][NH:1][CH2:39][C:37]2[CH:36]=[CH:35][C:32]3[O:33][CH2:34][C:29](=[O:28])[NH:30][C:31]=3[N:38]=2)[CH2:4]1. (4) Given the reactants [Br:1][C:2]1[CH:3]=[CH:4][C:5]([Cl:18])=[C:6]([CH:17]=1)[CH2:7][C:8]1[CH:13]=[CH:12][C:11]([CH2:14][CH2:15][OH:16])=[CH:10][CH:9]=1.[CH2:19](Br)[CH:20]=[CH2:21].[OH-].[K+], predict the reaction product. The product is: [CH2:21]([O:16][CH2:15][CH2:14][C:11]1[CH:12]=[CH:13][C:8]([CH2:7][C:6]2[CH:17]=[C:2]([Br:1])[CH:3]=[CH:4][C:5]=2[Cl:18])=[CH:9][CH:10]=1)[CH:20]=[CH2:19]. (5) Given the reactants C([O:8][C:9]1[CH:14]=[CH:13][C:12]([C:15]2[N:19]([CH3:20])[C:18]([C:21]34[CH2:28][CH2:27][C:24]([C:29]5[CH:34]=[CH:33][CH:32]=[CH:31][CH:30]=5)([CH2:25][CH2:26]3)[CH2:23][CH2:22]4)=[N:17][N:16]=2)=[C:11]([C:35]([F:38])([F:37])[F:36])[CH:10]=1)C1C=CC=CC=1, predict the reaction product. The product is: [CH3:20][N:19]1[C:18]([C:21]23[CH2:22][CH2:23][C:24]([C:29]4[CH:34]=[CH:33][CH:32]=[CH:31][CH:30]=4)([CH2:25][CH2:26]2)[CH2:27][CH2:28]3)=[N:17][N:16]=[C:15]1[C:12]1[CH:13]=[CH:14][C:9]([OH:8])=[CH:10][C:11]=1[C:35]([F:37])([F:36])[F:38]. (6) Given the reactants Br[C:2]1[CH:3]=[C:4]([CH2:8][C@@H:9]([OH:17])[CH2:10][C:11]2[CH:16]=[CH:15][CH:14]=[CH:13][CH:12]=2)[CH:5]=[CH:6][CH:7]=1.[C:18]([O:22][C:23]([N:25]1[CH2:28][CH2:27][C@H:26]1[CH2:29][O:30][C:31]1[CH:32]=[N:33][CH:34]=[C:35]([Sn](C)(C)C)[CH:36]=1)=[O:24])([CH3:21])([CH3:20])[CH3:19].[F-].[Cs+], predict the reaction product. The product is: [C:18]([O:22][C:23]([N:25]1[CH2:28][CH2:27][C@H:26]1[CH2:29][O:30][C:31]1[CH:36]=[C:35]([C:2]2[CH:3]=[C:4]([CH2:8][C@@H:9]([OH:17])[CH2:10][C:11]3[CH:16]=[CH:15][CH:14]=[CH:13][CH:12]=3)[CH:5]=[CH:6][CH:7]=2)[CH:34]=[N:33][CH:32]=1)=[O:24])([CH3:21])([CH3:19])[CH3:20]. (7) Given the reactants Cl[C:2]1[CH:27]=[CH:26][C:5]([C:6]([NH:8][C:9]2[S:10][C:11]3[C:17]([N:18]4[CH2:23][CH2:22][O:21][CH2:20][CH2:19]4)=[CH:16][CH:15]=[C:14]([O:24][CH3:25])[C:12]=3[N:13]=2)=[O:7])=[CH:4][N:3]=1.C(=O)([O-])[O-].[Cs+].[Cs+].[CH3:34][O:35][CH2:36][CH2:37][NH:38][CH2:39][CH3:40], predict the reaction product. The product is: [CH2:39]([N:38]([CH2:37][CH2:36][O:35][CH3:34])[C:2]1[CH:27]=[CH:26][C:5]([C:6]([NH:8][C:9]2[S:10][C:11]3[C:17]([N:18]4[CH2:23][CH2:22][O:21][CH2:20][CH2:19]4)=[CH:16][CH:15]=[C:14]([O:24][CH3:25])[C:12]=3[N:13]=2)=[O:7])=[CH:4][N:3]=1)[CH3:40]. (8) Given the reactants [CH2:1]([O:4][C:5]1([CH3:36])[CH2:10][CH2:9][N:8]([C:11]2[N:16]3[N:17]=[C:18]([CH2:20][N:21]=[N+:22]=[N-:23])[CH:19]=[C:15]3[N:14]=[C:13]([CH3:24])[C:12]=2[C@H:25]([O:31][C:32]([CH3:35])([CH3:34])[CH3:33])[C:26]([O:28][CH2:29][CH3:30])=[O:27])[CH2:7][CH2:6]1)[CH:2]=[CH2:3].[CH2:37]([OH:40])[C:38]#[CH:39].CCN(C(C)C)C(C)C, predict the reaction product. The product is: [CH2:1]([O:4][C:5]1([CH3:36])[CH2:10][CH2:9][N:8]([C:11]2[N:16]3[N:17]=[C:18]([CH2:20][N:21]4[CH:39]=[C:38]([CH2:37][OH:40])[N:23]=[N:22]4)[CH:19]=[C:15]3[N:14]=[C:13]([CH3:24])[C:12]=2[C@H:25]([O:31][C:32]([CH3:35])([CH3:34])[CH3:33])[C:26]([O:28][CH2:29][CH3:30])=[O:27])[CH2:7][CH2:6]1)[CH:2]=[CH2:3]. (9) Given the reactants [F:1][C:2]([F:15])([F:14])[C:3]1([OH:13])[CH2:12][CH2:11][C:6]2([O:10][CH2:9][CH2:8][O:7]2)[CH2:5][CH2:4]1.[H-].[Na+].I[CH3:19], predict the reaction product. The product is: [CH3:19][O:13][C:3]1([C:2]([F:1])([F:14])[F:15])[CH2:4][CH2:5][C:6]2([O:7][CH2:8][CH2:9][O:10]2)[CH2:11][CH2:12]1. (10) Given the reactants [Cl:1][C:2]1[CH:7]=[CH:6][N:5]=[C:4]([CH2:8][NH:9][C:10]2[O:11][C:12]3[C:18]([O:19][CH3:20])=[CH:17][C:16]([C:21]([OH:23])=O)=[CH:15][C:13]=3[N:14]=2)[CH:3]=1.[CH3:24][C:25]1([CH:33]([OH:35])[CH3:34])[CH2:30][O:29][C:28]([CH3:32])([CH3:31])[CH2:27][NH:26]1.C(N(CC)C(C)C)(C)C.CN(C(ON1N=NC2C=CC=NC1=2)=[N+](C)C)C.F[P-](F)(F)(F)(F)F, predict the reaction product. The product is: [Cl:1][C:2]1[CH:7]=[CH:6][N:5]=[C:4]([CH2:8][NH:9][C:10]2[O:11][C:12]3[C:18]([O:19][CH3:20])=[CH:17][C:16]([C:21]([N:26]4[C:25]([CH:33]([OH:35])[CH3:34])([CH3:24])[CH2:30][O:29][C:28]([CH3:31])([CH3:32])[CH2:27]4)=[O:23])=[CH:15][C:13]=3[N:14]=2)[CH:3]=1.